Predict the reactants needed to synthesize the given product. From a dataset of Full USPTO retrosynthesis dataset with 1.9M reactions from patents (1976-2016). (1) Given the product [Cl:1][C:2]1[CH:3]=[N:4][N:5]([CH2:7][C:8]2[CH:9]=[CH:10][C:11]([NH2:14])=[CH:12][CH:13]=2)[CH:6]=1, predict the reactants needed to synthesize it. The reactants are: [Cl:1][C:2]1[CH:3]=[N:4][N:5]([CH2:7][C:8]2[CH:13]=[CH:12][C:11]([N+:14]([O-])=O)=[CH:10][CH:9]=2)[CH:6]=1. (2) Given the product [ClH:12].[CH2:10]([O:11][C:1](=[NH:2])[CH2:3][C:4]([O:6][CH2:7][CH3:8])=[O:5])[CH3:9], predict the reactants needed to synthesize it. The reactants are: [C:1]([CH2:3][C:4]([O:6][CH2:7][CH3:8])=[O:5])#[N:2].[CH3:9][CH2:10][OH:11].[ClH:12].